From a dataset of Reaction yield outcomes from USPTO patents with 853,638 reactions. Predict the reaction yield, written as a fraction of the theoretical maximum amount of product (1.0 means a 100% yield; for example, 0.34 means a 34% yield). The reactants are [CH2:1]([O:3][C:4]([C@@H:6]1[C@H:8]([C:9]2[CH:14]=[CH:13][CH:12]=[CH:11][CH:10]=2)[C@H:7]1[C:15]1[CH:20]=[CH:19][C:18]([NH:21][C:22](=[O:26])[CH:23]([CH3:25])[CH3:24])=[C:17](Br)[CH:16]=1)=[O:5])[CH3:2].C([O-])([O-])=O.[K+].[K+].N1C=CC=CC=1. The catalyst is CN(C=O)C.C(Cl)Cl.[Cu]Br. The product is [CH2:1]([O:3][C:4]([C@@H:6]1[C@H:8]([C:9]2[CH:14]=[CH:13][CH:12]=[CH:11][CH:10]=2)[C@H:7]1[C:15]1[CH:20]=[CH:19][C:18]2[N:21]=[C:22]([CH:23]([CH3:25])[CH3:24])[O:26][C:17]=2[CH:16]=1)=[O:5])[CH3:2]. The yield is 0.880.